Predict the reactants needed to synthesize the given product. From a dataset of Full USPTO retrosynthesis dataset with 1.9M reactions from patents (1976-2016). (1) Given the product [CH3:1][O:2][C:3]([C:5]1[S:6][C:7]([C:27]2[CH2:32][CH2:31][C:30]([CH3:33])([CH3:34])[CH2:29][CH:28]=2)=[CH:8][C:9]=1[N:10]([C@H:20]1[CH2:25][CH2:24][C@H:23]([O:26][CH3:35])[CH2:22][CH2:21]1)[C:11]([C@H:13]1[CH2:18][CH2:17][C@H:16]([CH3:19])[CH2:15][CH2:14]1)=[O:12])=[O:4], predict the reactants needed to synthesize it. The reactants are: [CH3:1][O:2][C:3]([C:5]1[S:6][C:7]([C:27]2[CH2:32][CH2:31][C:30]([CH3:34])([CH3:33])[CH2:29][CH:28]=2)=[CH:8][C:9]=1[N:10]([C@H:20]1[CH2:25][CH2:24][C@H:23]([OH:26])[CH2:22][CH2:21]1)[C:11]([C@H:13]1[CH2:18][CH2:17][C@H:16]([CH3:19])[CH2:15][CH2:14]1)=[O:12])=[O:4].[CH3:35]I.[H-].[Na+]. (2) Given the product [CH:17]1([C:4]([C:5]2[CH:10]=[CH:9][CH:8]=[C:7]([O:11][CH3:12])[CH:6]=2)=[O:13])[CH2:18][CH2:19]1, predict the reactants needed to synthesize it. The reactants are: CON(C)[C:4](=[O:13])[C:5]1[CH:10]=[CH:9][CH:8]=[C:7]([O:11][CH3:12])[CH:6]=1.O1[CH2:19][CH2:18][CH2:17]C1.C1([Mg]Br)CC1. (3) Given the product [Br:8][C:6]1[CH:7]=[C:2]([C:17]2[CH:22]=[CH:21][N:20]=[C:19]([NH:23][C:24](=[O:26])[CH3:25])[CH:18]=2)[CH:3]=[N:4][CH:5]=1, predict the reactants needed to synthesize it. The reactants are: Br[C:2]1[CH:3]=[N:4][CH:5]=[C:6]([Br:8])[CH:7]=1.CC1(C)C(C)(C)OB([C:17]2[CH:22]=[CH:21][N:20]=[C:19]([NH:23][C:24](=[O:26])[CH3:25])[CH:18]=2)O1.C([O-])([O-])=O.[Cs+].[Cs+].